This data is from Full USPTO retrosynthesis dataset with 1.9M reactions from patents (1976-2016). The task is: Predict the reactants needed to synthesize the given product. (1) Given the product [ClH:33].[C:27]1([S:24]([C:17]2[C:18]3[C:23](=[CH:22][CH:21]=[CH:20][CH:19]=3)[N:15]([CH2:14][CH:11]3[CH2:12][CH2:13][NH:8][CH2:9][CH2:10]3)[CH:16]=2)(=[O:25])=[O:26])[CH:28]=[CH:29][CH:30]=[CH:31][CH:32]=1, predict the reactants needed to synthesize it. The reactants are: C(OC([N:8]1[CH2:13][CH2:12][CH:11]([CH2:14][N:15]2[C:23]3[C:18](=[CH:19][CH:20]=[CH:21][CH:22]=3)[C:17]([S:24]([C:27]3[CH:32]=[CH:31][CH:30]=[CH:29][CH:28]=3)(=[O:26])=[O:25])=[CH:16]2)[CH2:10][CH2:9]1)=O)(C)(C)C.[ClH:33]. (2) The reactants are: [CH3:1][O:2][C:3]1[CH:4]=[C:5]([CH:8]=[CH:9][C:10]=1[OH:11])[CH:6]=[O:7].C([O-])([O-])=O.[K+].[K+].Cl[CH2:19][CH2:20][O:21][CH3:22].C(OCC)(=O)C. Given the product [CH3:1][O:2][C:3]1[CH:4]=[C:5]([CH:8]=[CH:9][C:10]=1[O:11][CH2:19][CH2:20][O:21][CH3:22])[CH:6]=[O:7], predict the reactants needed to synthesize it. (3) Given the product [F:23][C:17]1[CH:18]=[CH:19][CH:20]=[C:21]([F:22])[C:16]=1[N:9]1[C:10]2[CH:15]=[CH:14][CH:13]=[CH:12][C:11]=2[N:7]([CH2:6][CH2:5][O:4][CH2:3][CH2:2][NH:30][CH:26]2[CH2:29][CH2:28][CH2:27]2)[S:8]1(=[O:25])=[O:24], predict the reactants needed to synthesize it. The reactants are: Br[CH2:2][CH2:3][O:4][CH2:5][CH2:6][N:7]1[C:11]2[CH:12]=[CH:13][CH:14]=[CH:15][C:10]=2[N:9]([C:16]2[C:21]([F:22])=[CH:20][CH:19]=[CH:18][C:17]=2[F:23])[S:8]1(=[O:25])=[O:24].[CH:26]1([NH2:30])[CH2:29][CH2:28][CH2:27]1. (4) Given the product [CH3:16][S:17]([C:2]1[CH:11]=[CH:10][C:9]2[C:4](=[CH:5][CH:6]=[C:7]([C:12]([O:14][CH3:15])=[O:13])[CH:8]=2)[N:3]=1)(=[O:19])=[O:18], predict the reactants needed to synthesize it. The reactants are: Cl[C:2]1[CH:11]=[CH:10][C:9]2[C:4](=[CH:5][CH:6]=[C:7]([C:12]([O:14][CH3:15])=[O:13])[CH:8]=2)[N:3]=1.[CH3:16][S:17]([O-:19])=[O:18].[Na+].[Na+].N1CCC[C@H]1C([O-])=O.